From a dataset of Full USPTO retrosynthesis dataset with 1.9M reactions from patents (1976-2016). Predict the reactants needed to synthesize the given product. The reactants are: [CH2:1]([S:3]([C:6]1[CH:11]=[CH:10][C:9]([C@@H:12]([NH:15][C:16](=[O:22])[O:17][C:18]([CH3:21])([CH3:20])[CH3:19])[CH2:13][OH:14])=[CH:8][CH:7]=1)(=[O:5])=[O:4])[CH3:2].[OH-].[Na+].S(OCC)(O[CH2:29][CH3:30])(=O)=O. Given the product [CH2:29]([O:14][CH2:13][C@H:12]([NH:15][C:16](=[O:22])[O:17][C:18]([CH3:21])([CH3:20])[CH3:19])[C:9]1[CH:8]=[CH:7][C:6]([S:3]([CH2:1][CH3:2])(=[O:5])=[O:4])=[CH:11][CH:10]=1)[CH3:30], predict the reactants needed to synthesize it.